Dataset: Forward reaction prediction with 1.9M reactions from USPTO patents (1976-2016). Task: Predict the product of the given reaction. (1) Given the reactants [C:1]([C:3]1[CH:4]=[C:5]([CH:9]=[CH:10][C:11]=1F)[C:6]([OH:8])=[O:7])#[N:2].[C:13]1([C:20]2[CH:25]=[CH:24][CH:23]=[CH:22][CH:21]=2)[C:14]([OH:19])=[CH:15][CH:16]=[CH:17][CH:18]=1.C(=O)([O-])[O-].[K+].[K+], predict the reaction product. The product is: [C:13]1([C:20]2[CH:21]=[CH:22][CH:23]=[CH:24][CH:25]=2)[CH:18]=[CH:17][CH:16]=[CH:15][C:14]=1[O:19][C:11]1[CH:10]=[CH:9][C:5]([C:6]([OH:8])=[O:7])=[CH:4][C:3]=1[C:1]#[N:2]. (2) Given the reactants [Br:1][C:2]1[CH:3]=[C:4]2[C:14](=[CH:15][CH:16]=1)[C@:7]1([O:11][C:10](=[O:12])[NH:9][C:8]1=[O:13])[CH2:6][CH2:5]2.Br[CH2:18][C:19]([N:21]([CH2:28][C:29]1[CH:34]=[CH:33][C:32]([F:35])=[C:31]([F:36])[CH:30]=1)[C@@H:22]([CH3:27])[C:23]([F:26])([F:25])[F:24])=[O:20].BrCC(N(CC1C=CC(F)=CC=1)[C@@H](C)C(F)(F)F)=O, predict the reaction product. The product is: [Br:1][C:2]1[CH:3]=[C:4]2[C:14](=[CH:15][CH:16]=1)[C@:7]1([O:11][C:10](=[O:12])[N:9]([CH2:18][C:19]([N:21]([CH2:28][C:29]3[CH:34]=[CH:33][C:32]([F:35])=[C:31]([F:36])[CH:30]=3)[C@@H:22]([CH3:27])[C:23]([F:26])([F:25])[F:24])=[O:20])[C:8]1=[O:13])[CH2:6][CH2:5]2. (3) The product is: [C:6]1([CH2:12][CH2:13][CH2:14][CH2:15][C:16]([O:18][CH3:20])=[O:17])[CH:11]=[CH:10][CH:9]=[CH:8][CH:7]=1. Given the reactants OS(O)(=O)=O.[C:6]1([CH2:12][CH2:13][CH2:14][CH2:15][C:16]([OH:18])=[O:17])[CH:11]=[CH:10][CH:9]=[CH:8][CH:7]=1.O.[CH3:20]O, predict the reaction product.